Dataset: Forward reaction prediction with 1.9M reactions from USPTO patents (1976-2016). Task: Predict the product of the given reaction. (1) The product is: [CH3:22][C:21]1[C:16]([N:13]2[CH2:14][CH2:15][N:10]([C:8]([C:5]3[CH:6]=[CH:7][C:2]([N:27]4[CH2:28][CH2:29][CH2:30][CH2:31][S:26]4(=[O:33])=[O:32])=[CH:3][C:4]=3[O:24][CH3:25])=[O:9])[CH2:11][CH2:12]2)=[N:17][CH:18]=[C:19]([CH3:23])[CH:20]=1. Given the reactants Br[C:2]1[CH:7]=[CH:6][C:5]([C:8]([N:10]2[CH2:15][CH2:14][N:13]([C:16]3[C:21]([CH3:22])=[CH:20][C:19]([CH3:23])=[CH:18][N:17]=3)[CH2:12][CH2:11]2)=[O:9])=[C:4]([O:24][CH3:25])[CH:3]=1.[S:26]1(=[O:33])(=[O:32])[CH2:31][CH2:30][CH2:29][CH2:28][NH:27]1, predict the reaction product. (2) Given the reactants [H-].[Na+].Cl[C:4]1[N:9]=[N:8][CH:7]=[C:6]([C:10]2[S:14][C:13]([C:15]([O:17]C)=[O:16])=[CH:12][CH:11]=2)[CH:5]=1.[CH3:19][OH:20], predict the reaction product. The product is: [CH3:19][O:20][C:4]1[N:9]=[N:8][CH:7]=[C:6]([C:10]2[S:14][C:13]([C:15]([OH:17])=[O:16])=[CH:12][CH:11]=2)[CH:5]=1. (3) Given the reactants [CH2:1]([O:3][C:4]([C:6]1[C:7](=[O:31])[C:8]2[C:13]([C:14]=1[C:15]1[CH:20]=[CH:19][CH:18]=[CH:17][CH:16]=1)=[CH:12][CH:11]=[C:10]([O:21][CH2:22][CH2:23][CH2:24][C:25]1[CH:30]=[CH:29][CH:28]=[CH:27][CH:26]=1)[CH:9]=2)=[O:5])C.C1(C)C=CC(S(O)(=O)=O)=CC=1, predict the reaction product. The product is: [CH3:1][O:3][C:4]([C:6]1[C:7](=[O:31])[C:8]2[C:13]([C:14]=1[C:15]1[CH:20]=[CH:19][CH:18]=[CH:17][CH:16]=1)=[CH:12][CH:11]=[C:10]([O:21][CH2:22][CH2:23][CH2:24][C:25]1[CH:26]=[CH:27][CH:28]=[CH:29][CH:30]=1)[CH:9]=2)=[O:5]. (4) The product is: [C:13]([C:15]1[C:20]2[N:21]=[C:22]([C:24]([N:26]([CH2:28][C:29]([N:31]([CH3:33])[CH3:32])=[O:30])[CH3:27])=[O:25])[O:23][C:19]=2[C:18]([N:9]2[CH2:10][CH2:11][C@H:7]([N:6]([CH3:12])[CH3:5])[CH2:8]2)=[C:17]([C:35]2[CH:36]=[CH:37][CH:38]=[CH:39][CH:40]=2)[C:16]=1[CH3:41])#[N:14]. Given the reactants CS(C)=O.[CH3:5][N:6]([CH3:12])[C@H:7]1[CH2:11][CH2:10][NH:9][CH2:8]1.[C:13]([C:15]1[C:20]2[N:21]=[C:22]([C:24]([N:26]([CH2:28][C:29]([N:31]([CH3:33])[CH3:32])=[O:30])[CH3:27])=[O:25])[O:23][C:19]=2[C:18](F)=[C:17]([C:35]2[CH:40]=[CH:39][CH:38]=[CH:37][CH:36]=2)[C:16]=1[CH3:41])#[N:14].C(N(CC)CC)C, predict the reaction product. (5) Given the reactants F[C:2]1[CH:12]=[CH:11][C:5]([C:6]([O:8][CH2:9][CH3:10])=[O:7])=[CH:4][CH:3]=1.[O:13]1[C:17]2([CH2:22][CH2:21][NH:20][CH2:19][CH2:18]2)[O:16][CH2:15][CH2:14]1.C([O-])([O-])=O.[K+].[K+].O, predict the reaction product. The product is: [O:13]1[C:17]2([CH2:22][CH2:21][N:20]([C:2]3[CH:12]=[CH:11][C:5]([C:6]([O:8][CH2:9][CH3:10])=[O:7])=[CH:4][CH:3]=3)[CH2:19][CH2:18]2)[O:16][CH2:15][CH2:14]1. (6) Given the reactants C1N=C(N)C2N=CN([C@@H]3O[C@H](COP(OP(OC[C@H]4O[C@@H](N5C=C(C(N)=O)CC=C5)[C@H](O)[C@@H]4O)(O)=O)(O)=O)[C@@H](O)[C@H]3OP(O)(O)=O)C=2N=1.C1C([C@H]([O:58][C@@H:59]2[O:64][C@H](CO)[C@@H](O)[C@H](O)[C@H]2O)C#N)=CC=C(O)C=1.[OH:71][C:72]1[CH:77]=[CH:76][C:75]([CH2:78][CH:79]=[N:80]O)=[CH:74][CH:73]=1, predict the reaction product. The product is: [NH2:80][C@H:79]([C:59]([OH:64])=[O:58])[CH2:78][C:75]1[CH:76]=[CH:77][C:72]([OH:71])=[CH:73][CH:74]=1. (7) The product is: [NH2:29][CH2:30][C:31]1([S:37][C:2]2[N:10]([CH2:11][CH:12]=[C:13]([CH3:15])[CH3:14])[C:9]3[C:8](=[O:16])[N:7]([CH2:17][C:18](=[O:25])[C:19]4[CH:24]=[CH:23][CH:22]=[CH:21][CH:20]=4)[C:6](=[O:26])[N:5]([CH3:27])[C:4]=3[N:3]=2)[CH2:36][CH2:35][CH2:34][CH2:33][CH2:32]1. Given the reactants Br[C:2]1[N:10]([CH2:11][CH:12]=[C:13]([CH3:15])[CH3:14])[C:9]2[C:8](=[O:16])[N:7]([CH2:17][C:18](=[O:25])[C:19]3[CH:24]=[CH:23][CH:22]=[CH:21][CH:20]=3)[C:6](=[O:26])[N:5]([CH3:27])[C:4]=2[N:3]=1.Cl.[NH2:29][CH2:30][C:31]1([SH:37])[CH2:36][CH2:35][CH2:34][CH2:33][CH2:32]1.C(=O)([O-])[O-].[Cs+].[Cs+], predict the reaction product. (8) Given the reactants Cl.[O:2]1[CH2:7][CH2:6]OCC1.[CH3:8][O:9][C:10]([NH:12][C@@H:13]([CH:61]([CH3:63])[CH3:62])[C:14]([N:16]1[C@H:21]([C:22]2[NH:26][C:25]3[C:27]4[C:32]([CH:33]=[CH:34][C:24]=3[N:23]=2)=[CH:31][C:30]([C:35]2[CH:36]=[C:37]3[C:57](=[CH:58][CH:59]=2)[C:41]2[NH:42][C:43]([C@@H:45]5[CH2:49][CH2:48][CH2:47][N:46]5C(OC(C)(C)C)=O)=[N:44][C:40]=2[CH:39]=[CH:38]3)=[CH:29][CH:28]=4)[C@H:20]2[CH2:60][C@@H:17]1[CH2:18][CH2:19]2)=[O:15])=[O:11].COC(N[C@H]([C:73]1[CH:78]=[CH:77][CH:76]=[CH:75][CH:74]=1)C(O)=O)=O.CC[N:81](C(C)C)C(C)C.C[CH2:89][O:90][C:91](C(C#N)=NOC(N1CCOCC1)=[N+](C)C)=[O:92].F[P-](F)(F)(F)(F)F, predict the reaction product. The product is: [CH3:8][O:9][C:10]([NH:12][C@@H:13]([CH:61]([CH3:62])[CH3:63])[C:14]([N:16]1[C@H:21]([C:22]2[NH:26][C:25]3[C:27]4[C:32]([CH:33]=[CH:34][C:24]=3[N:23]=2)=[CH:31][C:30]([C:35]2[CH:36]=[C:37]3[C:57](=[CH:58][CH:59]=2)[C:41]2[NH:42][C:43]([C@@H:45]5[CH2:49][CH2:48][CH2:47][N:46]5[C:7](=[O:2])[C@H:6]([NH:81][C:91](=[O:92])[O:90][CH3:89])[C:76]5[CH:75]=[CH:74][CH:73]=[CH:78][CH:77]=5)=[N:44][C:40]=2[CH:39]=[CH:38]3)=[CH:29][CH:28]=4)[C@H:20]2[CH2:60][C@@H:17]1[CH2:18][CH2:19]2)=[O:15])=[O:11]. (9) Given the reactants [CH3:1][C:2]1[CH:6]=[CH:5][S:4][C:3]=1[C:7]([OH:9])=[O:8].C([Li])CCC.[Br:15]Br, predict the reaction product. The product is: [Br:15][C:5]1[S:4][C:3]([C:7]([OH:9])=[O:8])=[C:2]([CH3:1])[CH:6]=1.